From a dataset of Peptide-MHC class I binding affinity with 185,985 pairs from IEDB/IMGT. Regression. Given a peptide amino acid sequence and an MHC pseudo amino acid sequence, predict their binding affinity value. This is MHC class I binding data. (1) The peptide sequence is RVFDKADGK. The MHC is HLA-B27:05 with pseudo-sequence HLA-B27:05. The binding affinity (normalized) is 0.0847. (2) The peptide sequence is GTGILFMEM. The MHC is HLA-A68:02 with pseudo-sequence HLA-A68:02. The binding affinity (normalized) is 0.0587. (3) The peptide sequence is VEMGIKNGP. The MHC is HLA-A02:06 with pseudo-sequence HLA-A02:06. The binding affinity (normalized) is 0.0847. (4) The peptide sequence is ISELSRLRY. The MHC is HLA-A68:01 with pseudo-sequence HLA-A68:01. The binding affinity (normalized) is 0.0729. (5) The peptide sequence is LTAAVLLLV. The MHC is HLA-A02:06 with pseudo-sequence HLA-A02:06. The binding affinity (normalized) is 0.557.